This data is from Full USPTO retrosynthesis dataset with 1.9M reactions from patents (1976-2016). The task is: Predict the reactants needed to synthesize the given product. (1) Given the product [CH3:9][O:8][C:4]1[CH:3]=[C:2]([NH:20][CH2:19][CH2:18][C:15]2[CH:14]=[CH:13][C:12]([C:11]([F:22])([F:10])[F:21])=[CH:17][N:16]=2)[CH:7]=[CH:6][CH:5]=1, predict the reactants needed to synthesize it. The reactants are: Br[C:2]1[CH:3]=[C:4]([O:8][CH3:9])[CH:5]=[CH:6][CH:7]=1.[F:10][C:11]([F:22])([F:21])[C:12]1[CH:13]=[CH:14][C:15]([CH2:18][CH2:19][NH2:20])=[N:16][CH:17]=1. (2) Given the product [F:1][C:2]1[CH:3]=[CH:4][C:5]([OH:28])=[C:6]([C:8]2[CH:13]=[CH:12][CH:11]=[C:10]([S:14]([NH:17][C:18]3[CH:26]=[CH:25][C:21]([C:22]([O:24][CH3:29])=[O:23])=[C:20]([OH:27])[CH:19]=3)(=[O:15])=[O:16])[CH:9]=2)[CH:7]=1, predict the reactants needed to synthesize it. The reactants are: [F:1][C:2]1[CH:3]=[CH:4][C:5]([OH:28])=[C:6]([C:8]2[CH:13]=[CH:12][CH:11]=[C:10]([S:14]([NH:17][C:18]3[CH:26]=[CH:25][C:21]([C:22]([OH:24])=[O:23])=[C:20]([OH:27])[CH:19]=3)(=[O:16])=[O:15])[CH:9]=2)[CH:7]=1.[C:29](N1C=CN=C1)(N1C=CN=C1)=O.N1C=CC=CC=1.CO.C(O)(C(F)(F)F)=O. (3) Given the product [CH3:26][O:25][C:22]1[N:23]=[CH:24][C:19]([C:4]2[CH:5]=[CH:6][N:1]=[CH:2][CH:3]=2)=[CH:20][C:21]=1[NH:27][C@@H:28]1[CH2:33][CH2:32][CH2:31][N:30]([C:34]([O:36][C:37]([CH3:40])([CH3:39])[CH3:38])=[O:35])[CH2:29]1, predict the reactants needed to synthesize it. The reactants are: [N:1]1[CH:6]=[CH:5][C:4](B(O)O)=[CH:3][CH:2]=1.P([O-])([O-])([O-])=O.[K+].[K+].[K+].Br[C:19]1[CH:20]=[C:21]([NH:27][C@@H:28]2[CH2:33][CH2:32][CH2:31][N:30]([C:34]([O:36][C:37]([CH3:40])([CH3:39])[CH3:38])=[O:35])[CH2:29]2)[C:22]([O:25][CH3:26])=[N:23][CH:24]=1. (4) Given the product [Br:25][C:24]1[N:23]([CH2:26][O:27][CH2:28][CH2:29][Si:30]([CH3:33])([CH3:32])[CH3:31])[C:22]([N:34]2[CH2:35][CH2:36][NH:37][CH2:38][CH2:39]2)=[N:21][C:20]=1[C:7]1[CH:8]=[C:3]([O:2][CH3:1])[C:4]([NH2:18])=[N:5][CH:6]=1, predict the reactants needed to synthesize it. The reactants are: [CH3:1][O:2][C:3]1[C:4]([NH2:18])=[N:5][CH:6]=[C:7](B2OC(C)(C)C(C)(C)O2)[CH:8]=1.Br[C:20]1[N:21]=[C:22]([N:34]2[CH2:39][CH2:38][NH:37][CH2:36][CH2:35]2)[N:23]([CH2:26][O:27][CH2:28][CH2:29][Si:30]([CH3:33])([CH3:32])[CH3:31])[C:24]=1[Br:25]. (5) Given the product [C:12]([O:15][C:9]1[CH:8]=[CH:7][C:5]2[O:6][C:2]([CH3:11])([CH3:1])[O:3][C:4]=2[CH:10]=1)(=[O:14])[CH3:13], predict the reactants needed to synthesize it. The reactants are: [CH3:1][C:2]1([CH3:11])[O:6][C:5]2[CH:7]=[CH:8][CH:9]=[CH:10][C:4]=2[O:3]1.[C:12]([O-:15])(=[O:14])[CH3:13].[C:12]([O-:15])(=[O:14])[CH3:13].[C:12]([O-:15])(=[O:14])[CH3:13].[C:12]([O-:15])(=[O:14])[CH3:13].[Pb+4]. (6) Given the product [CH:1]1[CH:2]=[CH:3][C:4]2[C:5](=[CH:7][N:8]=[N:9][C:10]=2[NH:11][NH2:12])[CH:6]=1.[ClH:13], predict the reactants needed to synthesize it. The reactants are: [CH:1]1[CH:2]=[CH:3][C:4]2[C:5](=[CH:7][N:8]=[N:9][C:10]=2[NH:11][NH2:12])[CH:6]=1.[ClH:13].